Dataset: Full USPTO retrosynthesis dataset with 1.9M reactions from patents (1976-2016). Task: Predict the reactants needed to synthesize the given product. (1) Given the product [N:43]([CH:21]([C:23]1[CH:28]=[CH:27][CH:26]=[CH:25][CH:24]=1)[C:17]1[CH:16]=[C:15]([CH:20]=[CH:19][CH:18]=1)[O:14][CH2:13][CH2:12][CH2:11][CH2:10][CH2:9][CH2:8][CH2:7][CH2:6][CH:2]1[O:3][CH2:4][CH2:5][O:1]1)=[N+:44]=[N-:45], predict the reactants needed to synthesize it. The reactants are: [O:1]1[CH2:5][CH2:4][O:3][CH:2]1[CH2:6][CH2:7][CH2:8][CH2:9][CH2:10][CH2:11][CH2:12][CH2:13][O:14][C:15]1[CH:16]=[C:17]([CH:21]([C:23]2[CH:28]=[CH:27][CH:26]=[CH:25][CH:24]=2)O)[CH:18]=[CH:19][CH:20]=1.C1(P([N:43]=[N+:44]=[N-:45])(C2C=CC=CC=2)=O)C=CC=CC=1.C1CCN2C(=NCCC2)CC1. (2) Given the product [C:23]([O:1][CH:2]([CH:3]([C:4](=[O:7])[NH:5][CH3:6])[NH:8][C:9]([C:11]1[C:12]([C:17]([F:20])([F:19])[F:18])=[N:13][N:14]([CH3:16])[CH:15]=1)=[O:10])[CH:21]=[CH2:22])(=[O:25])[CH3:24], predict the reactants needed to synthesize it. The reactants are: [OH:1][CH:2]([CH:21]=[CH2:22])[CH:3]([NH:8][C:9]([C:11]1[C:12]([C:17]([F:20])([F:19])[F:18])=[N:13][N:14]([CH3:16])[CH:15]=1)=[O:10])[C:4](=[O:7])[NH:5][CH3:6].[C:23](O)(=[O:25])[CH3:24].CN(C1C=CC=CN=1)C. (3) Given the product [Br:21][C:20]([Br:24])=[CH:32][CH:30]1[CH2:31][CH:28]([CH2:27][C:26]([CH3:35])([CH3:34])[CH3:25])[CH2:29]1, predict the reactants needed to synthesize it. The reactants are: C1(P(C2C=CC=CC=2)C2C=CC=CC=2)C=CC=CC=1.[C:20]([Br:24])(Br)(Br)[Br:21].[CH3:25][C:26]([CH3:35])([CH3:34])[CH2:27][CH:28]1[CH2:31][CH:30]([CH:32]=O)[CH2:29]1.C(=O)([O-])[O-].[Na+].[Na+]. (4) Given the product [Cl:11][C:12]1[CH:17]=[CH:16][C:15]([C:2]2[CH:7]=[CH:6][N:5]=[CH:4][C:3]=2[N+:8]([O-:10])=[O:9])=[CH:14][CH:13]=1, predict the reactants needed to synthesize it. The reactants are: Cl[C:2]1[CH:7]=[CH:6][N:5]=[CH:4][C:3]=1[N+:8]([O-:10])=[O:9].[Cl:11][C:12]1[CH:17]=[CH:16][C:15](B(O)O)=[CH:14][CH:13]=1.C(=O)([O-])[O-].[K+].[K+]. (5) Given the product [C:1]([C:3]1[CH:4]=[C:5]([C@H:9]2[CH2:11][C@H:10]2[NH:12][C:13]([NH:15][C:16]2[CH:21]=[CH:20][C:19]([Cl:22])=[CH:18][N:17]=2)=[O:14])[CH:6]=[CH:7][CH:8]=1)(=[O:25])[CH3:2], predict the reactants needed to synthesize it. The reactants are: [C:1]([C:3]1[CH:4]=[C:5]([C@H:9]2[CH2:11][C@H:10]2[NH:12][C:13]([NH:15][C:16]2[CH:21]=[CH:20][C:19]([Cl:22])=[CH:18][N:17]=2)=[O:14])[CH:6]=[CH:7][CH:8]=1)#[CH:2].C(OCC)(=[O:25])C.C([O-])([O-])=O.[K+].[K+]. (6) Given the product [CH2:11]([O:10][C:8](=[O:9])[CH2:7][N:6]1[C:2]([CH3:1])=[C:3]([CH2:18][C:19]2[CH:24]=[CH:23][C:22]([S:25]([N:28]3[CH2:29][CH2:30][N:31]([C:34]([O:36][CH2:37][CH3:38])=[O:35])[CH2:32][CH2:33]3)(=[O:27])=[O:26])=[CH:21][CH:20]=2)[C:4]2[CH2:16][O:15][CH2:14][CH2:13][C:5]1=2)[CH3:12], predict the reactants needed to synthesize it. The reactants are: [CH3:1][C:2]1[N:6]([CH2:7][C:8]([O:10][CH2:11][CH3:12])=[O:9])[C:5]2[CH2:13][CH2:14][O:15][CH2:16][C:4]=2[CH:3]=1.Br[CH2:18][C:19]1[CH:24]=[CH:23][C:22]([S:25]([N:28]2[CH2:33][CH2:32][N:31]([C:34]([O:36][CH2:37][CH3:38])=[O:35])[CH2:30][CH2:29]2)(=[O:27])=[O:26])=[CH:21][CH:20]=1.C(=O)([O-])[O-].[K+].[K+]. (7) Given the product [S:23]([NH:1][C:2]1[CH:9]=[CH:8][CH:7]=[C:6]([O:10][CH2:11][C@H:12]2[CH2:17][CH2:16][CH2:15][N:14]([C:18](=[O:22])[CH2:19][CH2:20][CH3:21])[CH2:13]2)[C:3]=1[C:4]#[N:5])(=[O:26])(=[O:25])[NH2:24], predict the reactants needed to synthesize it. The reactants are: [NH2:1][C:2]1[CH:9]=[CH:8][CH:7]=[C:6]([O:10][CH2:11][C@H:12]2[CH2:17][CH2:16][CH2:15][N:14]([C:18](=[O:22])[CH2:19][CH2:20][CH3:21])[CH2:13]2)[C:3]=1[C:4]#[N:5].[S:23](Cl)(=[O:26])(=[O:25])[NH2:24]. (8) Given the product [CH:1]1([C:4]2[C:5]([O:15][CH2:16][CH:17]3[CH2:18][CH2:19][N:20]([CH2:23][C:24]([F:27])([F:26])[F:25])[CH2:21][CH2:22]3)=[CH:6][C:7]([F:14])=[C:8]([CH:13]=2)[C:9]([OH:11])=[O:10])[CH2:3][CH2:2]1, predict the reactants needed to synthesize it. The reactants are: [CH:1]1([C:4]2[C:5]([O:15][CH2:16][CH:17]3[CH2:22][CH2:21][N:20]([CH2:23][C:24]([F:27])([F:26])[F:25])[CH2:19][CH2:18]3)=[CH:6][C:7]([F:14])=[C:8]([CH:13]=2)[C:9]([O:11]C)=[O:10])[CH2:3][CH2:2]1.[OH-].[Li+]. (9) Given the product [C:1]([O:4][CH2:5][C@H:6]([N:8]1[CH:17]=[CH:16][C:15]2[C:10](=[CH:11][CH:12]=[C:13]([Cl:21])[C:14]=2[NH2:18])[C:9]1=[O:22])[CH3:7])(=[O:3])[CH3:2], predict the reactants needed to synthesize it. The reactants are: [C:1]([O:4][CH2:5][C@H:6]([N:8]1[CH:17]=[CH:16][C:15]2[C:10](=[CH:11][CH:12]=[C:13]([Cl:21])[C:14]=2[N+:18]([O-])=O)[C:9]1=[O:22])[CH3:7])(=[O:3])[CH3:2].C(O)C.[Cl-].[NH4+].O. (10) Given the product [ClH:42].[NH2:31][C@@H:28]([CH2:29][CH3:30])[C:27]([N:24]1[CH2:25][CH2:26][N:21]([C:19]2[S:20][C:16]3[CH:15]=[C:14]([C:12]([NH:11][C:5]4[CH:6]=[CH:7][C:8]([O:9][CH3:10])=[C:3]([O:2][CH3:1])[CH:4]=4)=[O:13])[CH:41]=[CH:40][C:17]=3[N:18]=2)[CH2:22][CH2:23]1)=[O:39], predict the reactants needed to synthesize it. The reactants are: [CH3:1][O:2][C:3]1[CH:4]=[C:5]([NH:11][C:12]([C:14]2[CH:41]=[CH:40][C:17]3[N:18]=[C:19]([N:21]4[CH2:26][CH2:25][N:24]([C:27](=[O:39])[C@@H:28]([NH:31]C(=O)OC(C)(C)C)[CH2:29][CH3:30])[CH2:23][CH2:22]4)[S:20][C:16]=3[CH:15]=2)=[O:13])[CH:6]=[CH:7][C:8]=1[O:9][CH3:10].[ClH:42].